Task: Predict the product of the given reaction.. Dataset: Forward reaction prediction with 1.9M reactions from USPTO patents (1976-2016) (1) Given the reactants [F:1][C:2]1[CH:7]=[C:6]([N+:8]([O-:10])=[O:9])[CH:5]=[CH:4][C:3]=1[CH2:11][CH2:12][CH2:13][C:14]1[NH:15][CH2:16][CH2:17][N:18]=1.[Mn]([O-])(=O)(=O)=O.[K+].CO, predict the reaction product. The product is: [F:1][C:2]1[CH:7]=[C:6]([N+:8]([O-:10])=[O:9])[CH:5]=[CH:4][C:3]=1[CH2:11][CH2:12][CH2:13][C:14]1[NH:18][CH:17]=[CH:16][N:15]=1. (2) Given the reactants [F:1][C:2]1[CH:3]=[C:4]([NH:8][CH2:9][CH2:10][OH:11])[CH:5]=[CH:6][CH:7]=1.CCN(CC)CC.[CH3:19][S:20](Cl)(=[O:22])=[O:21].O, predict the reaction product. The product is: [CH3:19][S:20]([O:11][CH2:10][CH2:9][NH:8][C:4]1[CH:5]=[CH:6][CH:7]=[C:2]([F:1])[CH:3]=1)(=[O:22])=[O:21]. (3) Given the reactants C([O:5][C:6](=[O:44])[CH2:7][CH2:8][N:9](C(OC(C)(C)C)=O)[CH2:10][C:11]([N:13]1[C:21]2[C:16](=[CH:17][C:18]([O:22][CH2:23][C:24]3[CH:29]=[CH:28][C:27]([CH:30]4[CH2:35][CH2:34][CH2:33][CH2:32][CH2:31]4)=[CH:26][C:25]=3[F:36])=[CH:19][CH:20]=2)[CH2:15][CH2:14]1)=[O:12])(C)(C)C, predict the reaction product. The product is: [CH:30]1([C:27]2[CH:28]=[CH:29][C:24]([CH2:23][O:22][C:18]3[CH:17]=[C:16]4[C:21](=[CH:20][CH:19]=3)[N:13]([C:11](=[O:12])[CH2:10][NH:9][CH2:8][CH2:7][C:6]([OH:44])=[O:5])[CH2:14][CH2:15]4)=[C:25]([F:36])[CH:26]=2)[CH2:31][CH2:32][CH2:33][CH2:34][CH2:35]1. (4) Given the reactants [CH2:1]([N:8]1[C:17](=[O:18])[C:16]2[C:11](=[CH:12][CH:13]=[C:14]([C:19](O)=[O:20])[CH:15]=2)[N:10]([CH3:22])[C:9]1=[O:23])[C:2]1[CH:7]=[CH:6][CH:5]=[CH:4][CH:3]=1.[CH2:24]([NH2:34])[C:25]1[CH:33]=[CH:32][C:31]2[O:30][CH2:29][O:28][C:27]=2[CH:26]=1.[B-](F)(F)(F)F.CCOC(C(C#N)=NOC(N(C)C)=[N+](C)C)=O.C(N(CC)C(C)C)(C)C, predict the reaction product. The product is: [O:30]1[C:31]2[CH:32]=[CH:33][C:25]([CH2:24][NH:34][C:19]([C:14]3[CH:15]=[C:16]4[C:11](=[CH:12][CH:13]=3)[N:10]([CH3:22])[C:9](=[O:23])[N:8]([CH2:1][C:2]3[CH:3]=[CH:4][CH:5]=[CH:6][CH:7]=3)[C:17]4=[O:18])=[O:20])=[CH:26][C:27]=2[O:28][CH2:29]1. (5) Given the reactants [C:1](Cl)(Cl)=[O:2].[CH3:5][O:6][C:7](=[O:15])[C:8]1[C:9](=[CH:11][CH:12]=[CH:13][CH:14]=1)[NH2:10], predict the reaction product. The product is: [CH3:5][O:6][C:7]([C:8]1[CH:14]=[CH:13][CH:12]=[CH:11][C:9]=1[N:10]=[C:1]=[O:2])=[O:15].